Dataset: NCI-60 drug combinations with 297,098 pairs across 59 cell lines. Task: Regression. Given two drug SMILES strings and cell line genomic features, predict the synergy score measuring deviation from expected non-interaction effect. (1) Drug 1: C1=NC(=NC(=O)N1C2C(C(C(O2)CO)O)O)N. Drug 2: CC1=C(N=C(N=C1N)C(CC(=O)N)NCC(C(=O)N)N)C(=O)NC(C(C2=CN=CN2)OC3C(C(C(C(O3)CO)O)O)OC4C(C(C(C(O4)CO)O)OC(=O)N)O)C(=O)NC(C)C(C(C)C(=O)NC(C(C)O)C(=O)NCCC5=NC(=CS5)C6=NC(=CS6)C(=O)NCCC[S+](C)C)O. Cell line: BT-549. Synergy scores: CSS=43.7, Synergy_ZIP=-12.7, Synergy_Bliss=-3.86, Synergy_Loewe=0.535, Synergy_HSA=2.19. (2) Drug 1: C1=CC(=CC=C1CC(C(=O)O)N)N(CCCl)CCCl.Cl. Drug 2: C(CC(=O)O)C(=O)CN.Cl. Cell line: SW-620. Synergy scores: CSS=18.8, Synergy_ZIP=-3.39, Synergy_Bliss=3.01, Synergy_Loewe=-18.3, Synergy_HSA=-0.376.